The task is: Predict the reactants needed to synthesize the given product.. This data is from Full USPTO retrosynthesis dataset with 1.9M reactions from patents (1976-2016). (1) Given the product [C:1]([C:3]1[CH:4]=[C:5]2[C:9](=[CH:10][CH:11]=1)[N:8]([S:12]([C:15]1[CH:20]=[CH:19][C:18]([O:21][CH3:22])=[CH:17][C:16]=1[O:23][CH3:24])(=[O:14])=[O:13])[C:7](=[O:25])[C:6]2([NH:35][C:36]([N:38]1[CH2:39][CH2:40][CH:41]([N:44]2[CH2:45][CH2:46][NH:47][CH2:48][CH2:49]2)[CH2:42][CH2:43]1)=[O:37])[C:26]1[C:27]([O:32][CH2:33][CH3:34])=[N:28][CH:29]=[CH:30][CH:31]=1)#[N:2], predict the reactants needed to synthesize it. The reactants are: [C:1]([C:3]1[CH:4]=[C:5]2[C:9](=[CH:10][CH:11]=1)[N:8]([S:12]([C:15]1[CH:20]=[CH:19][C:18]([O:21][CH3:22])=[CH:17][C:16]=1[O:23][CH3:24])(=[O:14])=[O:13])[C:7](=[O:25])[C:6]2([NH:35][C:36]([N:38]1[CH2:43][CH2:42][CH:41]([N:44]2[CH2:49][CH2:48][N:47](C(OC(C)(C)C)=O)[CH2:46][CH2:45]2)[CH2:40][CH2:39]1)=[O:37])[C:26]1[C:27]([O:32][CH2:33][CH3:34])=[N:28][CH:29]=[CH:30][CH:31]=1)#[N:2].Cl.C(Cl)Cl.CO. (2) Given the product [C:19]1([N:18]([C:25]2[CH:30]=[CH:29][CH:28]=[CH:27][CH:26]=2)[C:14]2[N:15]=[C:16]([CH3:17])[C:11]([OH:10])=[C:12]([CH3:32])[C:13]=2[CH3:31])[CH:20]=[CH:21][CH:22]=[CH:23][CH:24]=1, predict the reactants needed to synthesize it. The reactants are: CO.C([O:10][C:11]1[C:12]([CH3:32])=[C:13]([CH3:31])[C:14]([N:18]([C:25]2[CH:30]=[CH:29][CH:28]=[CH:27][CH:26]=2)[C:19]2[CH:24]=[CH:23][CH:22]=[CH:21][CH:20]=2)=[N:15][C:16]=1[CH3:17])C1C=CC=CC=1. (3) The reactants are: [NH2:1][C:2]1[S:3][C:4]2[CH2:31][CH2:30][CH2:29][CH2:28][C:5]=2[C:6]=1[C:7]([NH:9][C:10]1[CH:15]=[CH:14][C:13]([CH2:16][CH2:17][C:18]2[CH:27]=[CH:26][C:21]([C:22]([O:24][CH3:25])=[O:23])=[CH:20][CH:19]=2)=[CH:12][CH:11]=1)=[O:8].N1C=CC=CC=1.[Cl:38][CH2:39][C:40]1[CH:41]=[C:42]([CH:46]=[CH:47][CH:48]=1)[C:43](Cl)=[O:44]. Given the product [Cl:38][CH2:39][C:40]1[CH:41]=[C:42]([CH:46]=[CH:47][CH:48]=1)[C:43]([NH:1][C:2]1[S:3][C:4]2[CH2:31][CH2:30][CH2:29][CH2:28][C:5]=2[C:6]=1[C:7]([NH:9][C:10]1[CH:11]=[CH:12][C:13]([CH2:16][CH2:17][C:18]2[CH:19]=[CH:20][C:21]([C:22]([O:24][CH3:25])=[O:23])=[CH:26][CH:27]=2)=[CH:14][CH:15]=1)=[O:8])=[O:44], predict the reactants needed to synthesize it. (4) Given the product [C:28]([C:5]1[C:6]2[C:11](=[CH:10][CH:9]=[C:8]([O:12][C:13]3[C:22]4[C:17](=[CH:18][CH:19]=[CH:20][CH:21]=4)[CH:16]=[CH:15][CH:14]=3)[CH:7]=2)[C:2]([OH:1])=[C:3]([C:24]([O:26][CH3:27])=[O:25])[N:4]=1)#[N:29], predict the reactants needed to synthesize it. The reactants are: [OH:1][C:2]1[C:11]2[C:6](=[CH:7][C:8]([O:12][C:13]3[C:22]4[C:17](=[CH:18][CH:19]=[CH:20][CH:21]=4)[CH:16]=[CH:15][CH:14]=3)=[CH:9][CH:10]=2)[C:5](I)=[N:4][C:3]=1[C:24]([O:26][CH3:27])=[O:25].[C:28]([Cu])#[N:29].C(Cl)Cl. (5) Given the product [C:21]([C:9]1([CH2:10][OH:11])[N:8]([C:26](=[O:29])[CH3:25])[C:2](=[O:3])[N:4]([C:5](=[O:6])[CH3:7])[C:12]1=[O:14])(=[O:23])[CH3:22], predict the reactants needed to synthesize it. The reactants are: N1[CH2:7][C:5](=[O:6])[NH:4][C:2]1=[O:3].[NH2:8][C@H:9]([C:12]([OH:14])=O)[CH2:10][OH:11].N1C=CC=CC=1.[C:21](Cl)(=[O:23])[CH3:22].[CH3:25][C:26]([O:29]C)(C)C.